This data is from Full USPTO retrosynthesis dataset with 1.9M reactions from patents (1976-2016). The task is: Predict the reactants needed to synthesize the given product. Given the product [Cl:1][C:2]([Cl:28])([Cl:27])[CH2:3][O:4][C:5](=[O:26])[NH:6][C:7]1[CH:12]=[CH:11][C:10]([S:13][C:14]2[CH:19]=[CH:18][C:17]([C:20](=[O:21])[NH:37][C:33]3[C:34]([CH3:36])=[CH:35][C:30]([Cl:29])=[CH:31][C:32]=3[CH3:38])=[CH:16][C:15]=2[N+:23]([O-:25])=[O:24])=[CH:9][CH:8]=1, predict the reactants needed to synthesize it. The reactants are: [Cl:1][C:2]([Cl:28])([Cl:27])[CH2:3][O:4][C:5](=[O:26])[NH:6][C:7]1[CH:12]=[CH:11][C:10]([S:13][C:14]2[CH:19]=[CH:18][C:17]([C:20](Cl)=[O:21])=[CH:16][C:15]=2[N+:23]([O-:25])=[O:24])=[CH:9][CH:8]=1.[Cl:29][C:30]1[CH:35]=[C:34]([CH3:36])[C:33]([NH2:37])=[C:32]([CH3:38])[CH:31]=1.